From a dataset of Full USPTO retrosynthesis dataset with 1.9M reactions from patents (1976-2016). Predict the reactants needed to synthesize the given product. (1) Given the product [CH3:20][C:19]1[O:18][C:17]([C:21]2[CH:22]=[CH:23][CH:24]=[CH:25][CH:26]=2)=[N:16][C:15]=1[CH2:14][CH2:13][O:12][C:6]1[C:7]2[CH:11]=[CH:10][S:9][C:8]=2[C:3]([CH2:2][CH:31]2[S:27][C:28](=[O:33])[NH:29][C:30]2=[O:32])=[CH:4][CH:5]=1, predict the reactants needed to synthesize it. The reactants are: Br[CH2:2][C:3]1[C:8]2[S:9][CH:10]=[CH:11][C:7]=2[C:6]([O:12][CH2:13][CH2:14][C:15]2[N:16]=[C:17]([C:21]3[CH:26]=[CH:25][CH:24]=[CH:23][CH:22]=3)[O:18][C:19]=2[CH3:20])=[CH:5][CH:4]=1.[S:27]1[CH2:31][C:30](=[O:32])[NH:29][C:28]1=[O:33]. (2) Given the product [C:21]1(=[O:30])[N:20]([CH2:19][CH2:18][CH2:17][N:1]2[C:9]3[C:4](=[CH:5][CH:6]=[CH:7][CH:8]=3)[CH:3]=[C:2]2[C:10]([O:12][CH3:13])=[O:11])[C:24](=[O:25])[C:23]2=[CH:26][CH:27]=[CH:28][CH:29]=[C:22]12, predict the reactants needed to synthesize it. The reactants are: [NH:1]1[C:9]2[C:4](=[CH:5][CH:6]=[CH:7][CH:8]=2)[CH:3]=[C:2]1[C:10]([O:12][CH3:13])=[O:11].[H-].[Na+].Br[CH2:17][CH2:18][CH2:19][N:20]1[C:24](=[O:25])[C:23]2=[CH:26][CH:27]=[CH:28][CH:29]=[C:22]2[C:21]1=[O:30]. (3) Given the product [CH2:16]([O:7][C:6](=[O:8])[C:5]1[CH:9]=[CH:10][C:2]([Br:1])=[C:3]([CH3:11])[CH:4]=1)[CH3:17], predict the reactants needed to synthesize it. The reactants are: [Br:1][C:2]1[CH:10]=[CH:9][C:5]([C:6]([OH:8])=[O:7])=[CH:4][C:3]=1[CH3:11].S(Cl)(Cl)=O.[CH3:16][CH2:17]O. (4) Given the product [CH:1]1([NH:6][C:7]2[N:12]=[C:11]([C:13]3[C:14]([C:26]4[CH:27]=[CH:28][C:29]([O:32][CH2:40][CH:41]5[CH2:43][CH2:42]5)=[CH:30][CH:31]=4)=[N:15][N:16]4[C:21]([NH:22][CH:23]5[CH2:24][CH2:25]5)=[CH:20][CH:19]=[CH:18][C:17]=34)[CH:10]=[CH:9][N:8]=2)[CH2:5][CH2:4][CH2:3][CH2:2]1, predict the reactants needed to synthesize it. The reactants are: [CH:1]1([NH:6][C:7]2[N:12]=[C:11]([C:13]3[C:14]([C:26]4[CH:31]=[CH:30][C:29]([OH:32])=[CH:28][CH:27]=4)=[N:15][N:16]4[C:21]([NH:22][CH:23]5[CH2:25][CH2:24]5)=[CH:20][CH:19]=[CH:18][C:17]=34)[CH:10]=[CH:9][N:8]=2)[CH2:5][CH2:4][CH2:3][CH2:2]1.C(=O)([O-])[O-].[Cs+].[Cs+].Br[CH2:40][CH:41]1[CH2:43][CH2:42]1. (5) Given the product [Br:1][C:6]1[O:5][C:4]([CH3:3])=[C:8]([C:9]([O:11][CH3:12])=[O:10])[CH:7]=1, predict the reactants needed to synthesize it. The reactants are: [Br:1]Br.[CH3:3][C:4]1[O:5][CH:6]=[CH:7][C:8]=1[C:9]([O:11][CH3:12])=[O:10].S([O-])([O-])(=O)=S.[Na+].[Na+]. (6) Given the product [Cl:10][C:11]1[CH:12]=[C:13]([CH:14]2[CH2:20][C:21]([CH3:23])([CH3:22])[C:3]3[C:2](=[CH:7][N:6]=[C:5]([C:8]#[N:9])[CH:4]=3)[NH:1]2)[CH:16]=[CH:17][C:18]=1[F:19], predict the reactants needed to synthesize it. The reactants are: [NH2:1][C:2]1[CH:3]=[CH:4][C:5]([C:8]#[N:9])=[N:6][CH:7]=1.[Cl:10][C:11]1[CH:12]=[C:13]([CH:16]=[CH:17][C:18]=1[F:19])[CH:14]=O.[CH2:20]=[C:21]([CH3:23])[CH3:22].FC(F)(F)S([O-])(=O)=O.[Yb+3].FC(F)(F)S([O-])(=O)=O.FC(F)(F)S([O-])(=O)=O. (7) Given the product [Si:11]([O:18][C:19]1[CH:24]=[CH:23][C:22]([CH:25]([CH2:42][C:41]([O:40][C:36]([CH3:39])([CH3:38])[CH3:37])=[O:44])[C:26]([O:28][CH2:29][C:30]2[CH:35]=[CH:34][CH:33]=[CH:32][CH:31]=2)=[O:27])=[CH:21][CH:20]=1)([C:14]([CH3:16])([CH3:17])[CH3:15])([CH3:13])[CH3:12], predict the reactants needed to synthesize it. The reactants are: C[Si]([N-][Si](C)(C)C)(C)C.[Li+].[Si:11]([O:18][C:19]1[CH:24]=[CH:23][C:22]([CH2:25][C:26]([O:28][CH2:29][C:30]2[CH:35]=[CH:34][CH:33]=[CH:32][CH:31]=2)=[O:27])=[CH:21][CH:20]=1)([C:14]([CH3:17])([CH3:16])[CH3:15])([CH3:13])[CH3:12].[C:36]([O:40][C:41](=[O:44])[CH2:42]Br)([CH3:39])([CH3:38])[CH3:37].[Cl-].[NH4+].